This data is from Peptide-MHC class I binding affinity with 185,985 pairs from IEDB/IMGT. The task is: Regression. Given a peptide amino acid sequence and an MHC pseudo amino acid sequence, predict their binding affinity value. This is MHC class I binding data. (1) The peptide sequence is KRMMVRHCL. The MHC is HLA-B08:01 with pseudo-sequence HLA-B08:01. The binding affinity (normalized) is 0.419. (2) The peptide sequence is KEENLVRSMV. The MHC is HLA-B44:03 with pseudo-sequence HLA-B44:03. The binding affinity (normalized) is 0.0787. (3) The peptide sequence is TRAPAPFPL. The MHC is HLA-A02:03 with pseudo-sequence HLA-A02:03. The binding affinity (normalized) is 0.0847. (4) The peptide sequence is VVTLYLGV. The MHC is H-2-Kb with pseudo-sequence H-2-Kb. The binding affinity (normalized) is 0.690. (5) The peptide sequence is NLLVQYGAK. The MHC is HLA-A31:01 with pseudo-sequence HLA-A31:01. The binding affinity (normalized) is 0.0809. (6) The MHC is HLA-B15:01 with pseudo-sequence HLA-B15:01. The binding affinity (normalized) is 0.477. The peptide sequence is RPRRASSPF.